The task is: Predict the product of the given reaction.. This data is from Forward reaction prediction with 1.9M reactions from USPTO patents (1976-2016). (1) Given the reactants [OH:1][CH2:2][C@H:3]1[CH2:14][CH2:13][C:12]2[S:11][C:10]3[N:9]=[CH:8][N:7]=[C:6]([O:15][CH:16]4[CH2:21][CH2:20][CH:19]([N:22]([CH3:30])[C:23](=[O:29])[O:24][C:25]([CH3:28])([CH3:27])[CH3:26])[CH2:18][CH2:17]4)[C:5]=3[C:4]1=2.[H-].[Na+].I[CH2:34][CH2:35][O:36][CH2:37][C:38]1[CH:43]=[CH:42][C:41]([O:44][CH3:45])=[CH:40][CH:39]=1, predict the reaction product. The product is: [CH3:45][O:44][C:41]1[CH:42]=[CH:43][C:38]([CH2:37][O:36][CH2:35][CH2:34][O:1][CH2:2][C@H:3]2[CH2:14][CH2:13][C:12]3[S:11][C:10]4[N:9]=[CH:8][N:7]=[C:6]([O:15][CH:16]5[CH2:17][CH2:18][CH:19]([N:22]([CH3:30])[C:23](=[O:29])[O:24][C:25]([CH3:26])([CH3:27])[CH3:28])[CH2:20][CH2:21]5)[C:5]=4[C:4]2=3)=[CH:39][CH:40]=1. (2) Given the reactants C[O:2][C:3]1[C:8]2[C:9]([C:17]3[CH:22]=[CH:21][C:20]([S:23]([NH2:26])(=[O:25])=[O:24])=[CH:19][CH:18]=3)=[CH:10][N:11]([CH:12]3[CH2:16][CH2:15][O:14][CH2:13]3)[C:7]=2[CH:6]=[CH:5][N:4]=1.[I-].[Na+].Cl[Si](C)(C)C.C(=O)([O-])O.[Na+], predict the reaction product. The product is: [O:2]=[C:3]1[C:8]2[C:9]([C:17]3[CH:18]=[CH:19][C:20]([S:23]([NH2:26])(=[O:25])=[O:24])=[CH:21][CH:22]=3)=[CH:10][N:11]([CH:12]3[CH2:16][CH2:15][O:14][CH2:13]3)[C:7]=2[CH:6]=[CH:5][NH:4]1. (3) Given the reactants Cl[C:2]1[N:3]=[N+:4]([O-:12])[C:5]2[CH:11]=[CH:10][CH:9]=[CH:8][C:6]=2[N:7]=1.CC[N:15]([CH2:18]C)[CH2:16][CH3:17].[NH2:20][CH2:21][CH2:22][CH2:23][N:24]([CH2:32][CH2:33][CH2:34][NH2:35])[C:25](=[O:31])[O:26][C:27]([CH3:30])([CH3:29])[CH3:28], predict the reaction product. The product is: [O-:12][N+:4]1[C:5]2[CH:11]=[CH:10][CH:9]=[CH:8][C:6]=2[N:7]=[C:2]([NH:20][CH2:21][CH2:22][CH2:23][N:24]([CH2:32][CH2:33][CH2:34][NH:35][C:18]2[N:3]=[N+:4]([O-:12])[C:5]3[CH:6]=[CH:8][CH:9]=[CH:17][C:16]=3[N:15]=2)[C:25](=[O:31])[O:26][C:27]([CH3:29])([CH3:30])[CH3:28])[N:3]=1. (4) The product is: [C:18]([C:3]1[CH:2]=[N:1][CH:6]=[CH:5][CH:4]=1)#[C:19][CH2:20][CH2:21][CH2:22][CH2:23][CH3:24]. Given the reactants [N:1]1[CH:6]=[CH:5][CH:4]=[C:3](OS(C2C=CC(C)=CC=2)(=O)=O)[CH:2]=1.[CH:18]#[C:19][CH2:20][CH2:21][CH2:22][CH2:23][CH3:24], predict the reaction product. (5) The product is: [Br:1][C:2]1[CH:11]=[CH:10][C:9]2[N:8]=[CH:7][C:6]3[NH:12][C:26](=[N:27][C:28]#[N:29])[N:13]([C:14]4[CH:19]=[CH:18][C:17]([O:20][CH3:21])=[CH:16][C:15]=4[O:22][CH3:23])[C:5]=3[C:4]=2[CH:3]=1. Given the reactants [Br:1][C:2]1[CH:3]=[C:4]2[C:9](=[CH:10][CH:11]=1)[N:8]=[CH:7][C:6]([NH2:12])=[C:5]2[NH:13][C:14]1[CH:19]=[CH:18][C:17]([O:20][CH3:21])=[CH:16][C:15]=1[O:22][CH3:23].C[S-](C)[C:26]([S-])=[N:27][C:28]#[N:29].C(=O)([O-])[O-].[Cs+].[Cs+], predict the reaction product. (6) Given the reactants [N+:1]([C:4]1[CH:9]=[CH:8][C:7]([NH:10][C:11]2[N:19]([CH2:20][CH2:21]O)[C:14]3=[N:15][CH:16]=[CH:17][CH:18]=[C:13]3[N:12]=2)=[CH:6][CH:5]=1)([O-:3])=[O:2].C(N(CC)CC)C.CS(Cl)(=O)=O.O, predict the reaction product. The product is: [N+:1]([C:4]1[CH:9]=[CH:8][C:7]([N:10]2[C:11]3=[N:12][C:13]4[C:14](=[N:15][CH:16]=[CH:17][CH:18]=4)[N:19]3[CH2:20][CH2:21]2)=[CH:6][CH:5]=1)([O-:3])=[O:2]. (7) Given the reactants [Cl:1][C:2]1[CH:7]=[CH:6][C:5]([CH:8]2[C:15]3[C:11](=[N:12][NH:13][C:14]=3[CH3:16])[C:10](=[O:17])[N:9]2[C:18]2[CH:23]=[CH:22][C:21](=[O:24])[N:20]([CH3:25])[CH:19]=2)=[CH:4][CH:3]=1.[H-].[Na+].[CH3:28]N(C=O)C, predict the reaction product. The product is: [Cl:1][C:2]1[CH:7]=[CH:6][C:5]([CH:8]2[C:15]3[C:11](=[N:12][N:13]([CH3:28])[C:14]=3[CH3:16])[C:10](=[O:17])[N:9]2[C:18]2[CH:23]=[CH:22][C:21](=[O:24])[N:20]([CH3:25])[CH:19]=2)=[CH:4][CH:3]=1. (8) Given the reactants [C:1]1([C:7]2[C:15]3[C:10](=[N:11][CH:12]=[CH:13][CH:14]=3)[O:9][C:8]=2[C:16]2[CH:21]=[CH:20][C:19]([C:22]3([NH:26]C(=O)OC(C)(C)C)[CH2:25][CH2:24][CH2:23]3)=[CH:18][CH:17]=2)[CH:6]=[CH:5][CH:4]=[CH:3][CH:2]=1.C(O)(C(F)(F)F)=O, predict the reaction product. The product is: [C:1]1([C:7]2[C:15]3[C:10](=[N:11][CH:12]=[CH:13][CH:14]=3)[O:9][C:8]=2[C:16]2[CH:17]=[CH:18][C:19]([C:22]3([NH2:26])[CH2:25][CH2:24][CH2:23]3)=[CH:20][CH:21]=2)[CH:2]=[CH:3][CH:4]=[CH:5][CH:6]=1.